From a dataset of Full USPTO retrosynthesis dataset with 1.9M reactions from patents (1976-2016). Predict the reactants needed to synthesize the given product. (1) Given the product [Cl:22][C:16]1[CH:17]=[C:18]([Cl:21])[CH:19]=[CH:20][C:15]=1[CH2:14][NH:13][C:12]1[CH:11]=[C:10]([N:23]2[CH2:28][CH2:27][CH:26]([CH2:29][CH2:30][N:31]3[CH2:32][CH2:33][CH2:34][CH2:35]3)[CH2:25][CH2:24]2)[N:9]=[N:8][C:7]=1[C:5]([OH:6])=[O:4], predict the reactants needed to synthesize it. The reactants are: [OH-].[Na+].C[O:4][C:5]([C:7]1[N:8]=[N:9][C:10]([N:23]2[CH2:28][CH2:27][CH:26]([CH2:29][CH2:30][N:31]3[CH2:35][CH2:34][CH2:33][CH2:32]3)[CH2:25][CH2:24]2)=[CH:11][C:12]=1[NH:13][CH2:14][C:15]1[CH:20]=[CH:19][C:18]([Cl:21])=[CH:17][C:16]=1[Cl:22])=[O:6].Cl.P([O-])([O-])([O-])=O. (2) Given the product [C:4]([NH2:2])(=[O:5])[C:7]1[CH:8]=[CH:9][CH:12]=[CH:13][CH:14]=1, predict the reactants needed to synthesize it. The reactants are: C[N:2]([CH:4]=[O:5])C.F[C:7]1[CH:8]=[C:9]([CH:12]=[C:13](C#CC2C=CC=CN=2)[CH:14]=1)C#N.